Dataset: Catalyst prediction with 721,799 reactions and 888 catalyst types from USPTO. Task: Predict which catalyst facilitates the given reaction. (1) Reactant: [C:1]([O-:4])(O)=O.[Na+].[NH2:6][C:7]1[C:8]([Cl:15])=[N:9][C:10]([Cl:14])=[CH:11][C:12]=1[CH3:13].[Cl:16][C:17]1[N:24]=[CH:23][CH:22]=[CH:21][C:18]=1CCl.O. Product: [Cl:16][C:17]1[C:18]([C:1]([NH:6][C:7]2[C:8]([Cl:15])=[N:9][C:10]([Cl:14])=[CH:11][C:12]=2[CH3:13])=[O:4])=[CH:21][CH:22]=[CH:23][N:24]=1. The catalyst class is: 23. (2) Reactant: O[C:2]1[CH:7]=CN=C[CH:3]=1.C1(P(C2C=CC=CC=2)C2C=CC=CC=2)C=CC=CC=1.N(C(OC(C)C)=O)=NC(OC(C)C)=O.[CH3:41][O:42][CH:43]([CH2:46][CH2:47][CH2:48][CH2:49][CH2:50][CH2:51][CH2:52][CH2:53][CH2:54][CH2:55][CH2:56][CH2:57][CH2:58]CCC)[CH2:44][OH:45]. Product: [CH3:41][O:42][CH:43]([CH:46]([CH2:47][CH2:48][CH2:49][CH2:50][CH2:51][CH2:52][CH2:53][CH2:54][CH2:55][CH2:56][CH2:57][CH3:58])[CH2:3][CH2:2][CH3:7])[CH2:44][OH:45]. The catalyst class is: 859. (3) Reactant: [CH2:1]([O:8][C:9]([NH:11][C@H:12]([C:16]([O:18][C@@H:19]([CH:32]([CH3:34])[CH3:33])[C:20]([O:22]CC1C=CC(OC)=CC=1)=[O:21])=[O:17])[CH:13]([CH3:15])[CH3:14])=[O:10])[C:2]1[CH:7]=[CH:6][CH:5]=[CH:4][CH:3]=1.C(O)C. Product: [CH2:1]([O:8][C:9]([NH:11][C@H:12]([C:16]([O:18][C@@H:19]([CH:32]([CH3:34])[CH3:33])[C:20]([OH:22])=[O:21])=[O:17])[CH:13]([CH3:15])[CH3:14])=[O:10])[C:2]1[CH:3]=[CH:4][CH:5]=[CH:6][CH:7]=1. The catalyst class is: 4. (4) Reactant: [Cs].[ClH:2].[Cl:3][C:4]1[S:8][C:7]([C:9]([N:11]([CH2:22][C@@H:23]2[O:27][C:26](=[O:28])[N:25]([C:29]3[CH:34]=[CH:33][C:32]([N:35]4[CH2:40][CH2:39][O:38][CH2:37][C:36]4=[O:41])=[CH:31][CH:30]=3)[CH2:24]2)[CH:12]([C:19]([OH:21])=[O:20])[NH:13][CH2:14][CH2:15][CH2:16]C=O)=[O:10])=[CH:6][CH:5]=1. Product: [ClH:3].[Cl:2][C:4]1[S:8][C:7]([C:9]([N:11]([CH2:22][C@@H:23]2[O:27][C:26](=[O:28])[N:25]([C:29]3[CH:34]=[CH:33][C:32]([N:35]4[CH2:40][CH2:39][O:38][CH2:37][C:36]4=[O:41])=[CH:31][CH:30]=3)[CH2:24]2)[C@@:12]([C:19]([OH:21])=[O:20])([CH:5]([CH3:6])[CH3:4])[NH:13][CH2:14][CH2:15][CH2:16][CH2:7][CH:9]=[O:10])=[O:10])=[CH:6][CH:5]=1. The catalyst class is: 3. (5) Reactant: C([O:3][C:4](=[O:40])[CH2:5][CH2:6][CH2:7][O:8][C:9]1[CH:14]=[CH:13][CH:12]=[C:11]([CH2:15][CH2:16][CH2:17][CH2:18][CH2:19][CH2:20][O:21][C:22]2[CH:27]=[C:26]([S:28]([CH3:31])(=[O:30])=[O:29])[CH:25]=[C:24]([I:32])[CH:23]=2)[C:10]=1[CH2:33][CH2:34][C:35]([O:37]CC)=[O:36])C.[OH-].[Na+]. Product: [C:35]([CH2:34][CH2:33][C:10]1[C:11]([CH2:15][CH2:16][CH2:17][CH2:18][CH2:19][CH2:20][O:21][C:22]2[CH:27]=[C:26]([S:28]([CH3:31])(=[O:30])=[O:29])[CH:25]=[C:24]([I:32])[CH:23]=2)=[CH:12][CH:13]=[CH:14][C:9]=1[O:8][CH2:7][CH2:6][CH2:5][C:4]([OH:40])=[O:3])([OH:37])=[O:36]. The catalyst class is: 653. (6) Reactant: [Cl-].[CH2:2]([N+:12]([CH2:15][CH2:16][CH2:17][CH2:18][CH2:19][CH2:20][CH2:21][CH2:22][CH2:23][CH3:24])([CH3:14])[CH3:13])[CH2:3][CH2:4][CH2:5][CH2:6][CH2:7][CH2:8][CH2:9][CH2:10][CH3:11].[C:25]([OH:35])(=[O:34])[CH:26]([C:28]1[CH:33]=[CH:32][CH:31]=[CH:30][CH:29]=1)[OH:27].[OH-].[Na+]. Product: [C:25]([O-:35])(=[O:34])[CH:26]([C:28]1[CH:33]=[CH:32][CH:31]=[CH:30][CH:29]=1)[OH:27].[CH2:15]([N+:12]([CH2:2][CH2:3][CH2:4][CH2:5][CH2:6][CH2:7][CH2:8][CH2:9][CH2:10][CH3:11])([CH3:14])[CH3:13])[CH2:16][CH2:17][CH2:18][CH2:19][CH2:20][CH2:21][CH2:22][CH2:23][CH3:24]. The catalyst class is: 22. (7) The catalyst class is: 15. Product: [C:1]([O:4][C@@H:5]([C:6]1[N:26]([CH:27]2[CH2:32][CH2:31][CH2:30][O:29][CH2:28]2)[C:9]2=[C:10]3[CH:16]=[CH:15][N:14]([S:17]([C:20]4[CH:25]=[CH:24][CH:23]=[CH:22][CH:21]=4)(=[O:18])=[O:19])[C:11]3=[N:12][CH:13]=[C:8]2[N:7]=1)[CH3:34])(=[O:3])[CH3:2]. Reactant: [C:1]([O:4][C@H:5]([CH3:34])[C:6](=O)[NH:7][C:8]1[C:9]([NH:26][CH:27]2[CH2:32][CH2:31][CH2:30][O:29][CH2:28]2)=[C:10]2[CH:16]=[CH:15][N:14]([S:17]([C:20]3[CH:25]=[CH:24][CH:23]=[CH:22][CH:21]=3)(=[O:19])=[O:18])[C:11]2=[N:12][CH:13]=1)(=[O:3])[CH3:2].